This data is from Full USPTO retrosynthesis dataset with 1.9M reactions from patents (1976-2016). The task is: Predict the reactants needed to synthesize the given product. Given the product [Br:16][CH2:13][C:11]1[C:12]2[C:7](=[CH:6][CH:5]=[CH:4][C:3]=2[CH2:1][CH3:2])[CH:8]=[CH:9][CH:10]=1, predict the reactants needed to synthesize it. The reactants are: [CH2:1]([C:3]1[CH:4]=[CH:5][CH:6]=[C:7]2[C:12]=1[C:11]([CH2:13]O)=[CH:10][CH:9]=[CH:8]2)[CH3:2].C(Br)(Br)(Br)[Br:16].C1(P(C2C=CC=CC=2)C2C=CC=CC=2)C=CC=CC=1.